Dataset: Blood-brain barrier permeability classification from the B3DB database. Task: Regression/Classification. Given a drug SMILES string, predict its absorption, distribution, metabolism, or excretion properties. Task type varies by dataset: regression for continuous measurements (e.g., permeability, clearance, half-life) or binary classification for categorical outcomes (e.g., BBB penetration, CYP inhibition). Dataset: b3db_classification. The drug is CC(C)N1CCOC(c2cccc(C(F)(F)F)c2)C1. The result is 1 (penetrates BBB).